Dataset: Forward reaction prediction with 1.9M reactions from USPTO patents (1976-2016). Task: Predict the product of the given reaction. (1) Given the reactants C(OC(=O)[NH:7][C:8]1[C:21]2[CH2:20][C:19]3[C:14](=[CH:15][CH:16]=[CH:17][CH:18]=3)[S:13][C:12]=2[C:11]([C:22]2[O:23][C:24]([N:29]3[CH2:34][CH2:33][O:32][CH2:31][CH2:30]3)=[CH:25][C:26](=[O:28])[CH:27]=2)=[CH:10][CH:9]=1)(C)(C)C.FC(F)(F)C(O)=O, predict the reaction product. The product is: [NH2:7][C:8]1[C:21]2[CH2:20][C:19]3[C:14](=[CH:15][CH:16]=[CH:17][CH:18]=3)[S:13][C:12]=2[C:11]([C:22]2[O:23][C:24]([N:29]3[CH2:34][CH2:33][O:32][CH2:31][CH2:30]3)=[CH:25][C:26](=[O:28])[CH:27]=2)=[CH:10][CH:9]=1. (2) Given the reactants [CH:1]([N:4]1[CH:12]=[N:11][C:10]2[C:5]1=[N:6][C:7]([N:20]1[CH2:25][CH2:24][O:23][CH2:22][CH2:21]1)=[N:8][C:9]=2[C:13]1[CH:14]=[N:15][C:16]([NH2:19])=[N:17][CH:18]=1)([CH3:3])[CH3:2].C1C(=O)N([Br:33])C(=O)C1, predict the reaction product. The product is: [Br:33][C:12]1[N:4]([CH:1]([CH3:3])[CH3:2])[C:5]2[C:10]([N:11]=1)=[C:9]([C:13]1[CH:14]=[N:15][C:16]([NH2:19])=[N:17][CH:18]=1)[N:8]=[C:7]([N:20]1[CH2:25][CH2:24][O:23][CH2:22][CH2:21]1)[N:6]=2. (3) Given the reactants [Br:1][C:2]1[CH:3]=[C:4]([C:8]2[C:16]3[C:11](=[N:12][C:13](Cl)=[N:14][CH:15]=3)[NH:10][N:9]=2)[CH:5]=[CH:6][CH:7]=1.CCN(CC)CC.Cl[CH2:26][O:27][CH2:28][CH2:29][Si:30]([CH3:33])([CH3:32])[CH3:31].[O:34]1[CH2:39][CH2:38][N:37]([CH2:40][CH2:41][NH2:42])[CH2:36][CH2:35]1, predict the reaction product. The product is: [Br:1][C:2]1[CH:3]=[C:4]([C:8]2[C:16]3[C:11](=[N:12][C:13]([NH:42][CH2:41][CH2:40][N:37]4[CH2:38][CH2:39][O:34][CH2:35][CH2:36]4)=[N:14][CH:15]=3)[N:10]([CH2:26][O:27][CH2:28][CH2:29][Si:30]([CH3:33])([CH3:32])[CH3:31])[N:9]=2)[CH:5]=[CH:6][CH:7]=1. (4) The product is: [CH3:1][O:2][C:3]([C:5]1([CH2:17][O:18][CH3:19])[CH2:9][CH2:8][NH:7][CH2:6]1)=[O:4]. Given the reactants [CH3:1][O:2][C:3]([C:5]1([CH2:17][O:18][CH3:19])[CH2:9][CH2:8][N:7](CC2C=CC=CC=2)[CH2:6]1)=[O:4].C([O-])=O.[NH4+], predict the reaction product. (5) Given the reactants Br[C:2]1[CH:3]=[C:4]([NH:8][S:9]([C:12]2[CH:17]=[CH:16][C:15]([CH:18]([OH:20])[CH3:19])=[CH:14][CH:13]=2)(=[O:11])=[O:10])[CH:5]=[N:6][CH:7]=1.CC1(C)C(C)(C)OB([C:29]2[CH:41]=[CH:40][C:32]3[N:33]=[C:34]([NH:36][C:37](=[O:39])[CH3:38])[S:35][C:31]=3[CH:30]=2)O1.C(=O)([O-])[O-].[Na+].[Na+], predict the reaction product. The product is: [OH:20][CH:18]([C:15]1[CH:16]=[CH:17][C:12]([S:9]([NH:8][C:4]2[CH:3]=[C:2]([C:29]3[CH:41]=[CH:40][C:32]4[N:33]=[C:34]([NH:36][C:37](=[O:39])[CH3:38])[S:35][C:31]=4[CH:30]=3)[CH:7]=[N:6][CH:5]=2)(=[O:11])=[O:10])=[CH:13][CH:14]=1)[CH3:19]. (6) Given the reactants [NH2:1][C:2]1[N:7]=[C:6]([CH2:8][N:9]2[C:13]([CH3:15])([CH3:14])[C:12](=[O:16])[N:11]([C:17]3[CH:22]=[CH:21][C:20]([S:23]([C:26]([F:29])([F:28])[F:27])(=[O:25])=[O:24])=[CH:19][CH:18]=3)[C:10]2=[O:30])[CH:5]=[CH:4][N:3]=1.N1C=CC=CC=1.Cl[C:38]([O:40][C:41]1[CH:46]=[CH:45][CH:44]=[CH:43][CH:42]=1)=[O:39], predict the reaction product. The product is: [CH3:14][C:13]1([CH3:15])[N:9]([CH2:8][C:6]2[CH:5]=[CH:4][N:3]=[C:2]([NH:1][C:38](=[O:39])[O:40][C:41]3[CH:46]=[CH:45][CH:44]=[CH:43][CH:42]=3)[N:7]=2)[C:10](=[O:30])[N:11]([C:17]2[CH:18]=[CH:19][C:20]([S:23]([C:26]([F:27])([F:28])[F:29])(=[O:24])=[O:25])=[CH:21][CH:22]=2)[C:12]1=[O:16].